This data is from Forward reaction prediction with 1.9M reactions from USPTO patents (1976-2016). The task is: Predict the product of the given reaction. Given the reactants [NH2:1][C:2]1[C:7]([C:8]([N:10]2[CH2:15][CH2:14][CH:13]([N:16]3[CH2:28][CH2:27][CH2:26][C:18]4([C:22](=[O:23])[O:21][C:20]([CH3:25])([CH3:24])[CH2:19]4)[CH2:17]3)[CH2:12][CH2:11]2)=[O:9])=[CH:6][C:5]([C:29]2[CH:34]=[CH:33][CH:32]=[CH:31][CH:30]=2)=[N:4][CH:3]=1.[CH2:35]([N:37]=[C:38]=[O:39])[CH3:36].C(OC(C)C)(C)C, predict the reaction product. The product is: [CH3:25][C:20]1([CH3:24])[CH2:19][C:18]2([CH2:26][CH2:27][CH2:28][N:16]([CH:13]3[CH2:14][CH2:15][N:10]([C:8]([C:7]4[CH:6]=[C:5]([C:29]5[CH:30]=[CH:31][CH:32]=[CH:33][CH:34]=5)[N:4]=[CH:3][C:2]=4[NH:1][C:38]([NH:37][CH2:35][CH3:36])=[O:39])=[O:9])[CH2:11][CH2:12]3)[CH2:17]2)[C:22](=[O:23])[O:21]1.